This data is from Catalyst prediction with 721,799 reactions and 888 catalyst types from USPTO. The task is: Predict which catalyst facilitates the given reaction. (1) Reactant: [Br:1][C:2]1[CH:3]=[C:4]2[C:9](=[CH:10][CH:11]=1)[C:8](=[O:12])[NH:7][C:6](=[O:13])[C:5]2=[CH:14]OC.[N:17]1([CH2:23][CH2:24][N:25]2[CH2:30][CH2:29][NH:28][CH2:27][CH2:26]2)[CH2:22][CH2:21][O:20][CH2:19][CH2:18]1. Product: [Br:1][C:2]1[CH:3]=[C:4]2[C:9](=[CH:10][CH:11]=1)[C:8](=[O:12])[NH:7][C:6](=[O:13])/[C:5]/2=[CH:14]\[N:28]1[CH2:27][CH2:26][N:25]([CH2:24][CH2:23][N:17]2[CH2:18][CH2:19][O:20][CH2:21][CH2:22]2)[CH2:30][CH2:29]1. The catalyst class is: 9. (2) Product: [NH:32]1[C:40]2[C:35](=[CH:36][C:37]([C:2]3[C:7]([CH:8]([CH2:13][CH2:14][CH3:15])[C:9]([O:11][CH3:12])=[O:10])=[C:6]([CH3:16])[N:5]=[C:4]([C:17]4[CH:22]=[CH:21][CH:20]=[CH:19][CH:18]=4)[N:3]=3)=[CH:38][CH:39]=2)[CH:34]=[CH:33]1. Reactant: Cl[C:2]1[C:7]([CH:8]([CH2:13][CH2:14][CH3:15])[C:9]([O:11][CH3:12])=[O:10])=[C:6]([CH3:16])[N:5]=[C:4]([C:17]2[CH:22]=[CH:21][CH:20]=[CH:19][CH:18]=2)[N:3]=1.C(N(CC)C(C)C)(C)C.[NH:32]1[C:40]2[C:35](=[CH:36][C:37](B(O)O)=[CH:38][CH:39]=2)[CH:34]=[CH:33]1. The catalyst class is: 108. (3) Reactant: [C:1]([C:4]1[C:12]2[O:11][CH2:10][C:9]([CH3:14])([CH3:13])[C:8]=2[CH:7]=[C:6]([Br:15])[CH:5]=1)(=O)[CH3:2].C([SiH](CC)CC)C.CO.C(=O)(O)[O-].[Na+]. Product: [Br:15][C:6]1[CH:5]=[C:4]([CH2:1][CH3:2])[C:12]2[O:11][CH2:10][C:9]([CH3:13])([CH3:14])[C:8]=2[CH:7]=1. The catalyst class is: 574. (4) Reactant: [NH2:1][C:2]1[CH:7]=[C:6]([C:8]2[C:16]3[C:11](=[N:12][CH:13]=[N:14][C:15]=3[N:17]3[CH2:22][CH2:21][N:20](C(OC(C)(C)C)=O)[CH2:19][CH2:18]3)[N:10](COCC[Si](C)(C)C)[N:9]=2)[CH:5]=[CH:4][N:3]=1.Cl. Product: [N:17]1([C:15]2[N:14]=[CH:13][N:12]=[C:11]3[NH:10][N:9]=[C:8]([C:6]4[CH:5]=[CH:4][N:3]=[C:2]([NH2:1])[CH:7]=4)[C:16]=23)[CH2:18][CH2:19][NH:20][CH2:21][CH2:22]1. The catalyst class is: 714. (5) Reactant: [CH2:1]([NH:4][C:5]1[C:14]2[C:9](=[CH:10][CH:11]=[C:12]([N+:15]([O-:17])=[O:16])[CH:13]=2)[N:8]=[C:7](Cl)[N:6]=1)[CH:2]=[CH2:3].[CH2:19]([NH2:22])[CH:20]=[CH2:21]. Product: [CH2:19]([NH:22][C:7]1[N:6]=[C:5]([NH:4][CH2:1][CH:2]=[CH2:3])[C:14]2[C:9](=[CH:10][CH:11]=[C:12]([N+:15]([O-:17])=[O:16])[CH:13]=2)[N:8]=1)[CH:20]=[CH2:21]. The catalyst class is: 6. (6) Reactant: [F:1][C:2]1[C:10]2[NH:9][C:8](=[O:11])[N:7]([C:12]3[CH:17]=[CH:16][C:15]([I:18])=[CH:14][C:13]=3[F:19])[C:6]=2[C:5]([F:20])=[C:4]([F:21])[CH:3]=1.[Li+].C[Si]([N-][Si](C)(C)C)(C)C.[CH:32]1([S:35](Cl)(=[O:37])=[O:36])[CH2:34][CH2:33]1. Product: [CH:32]1([S:35]([N:9]2[C:10]3[C:2]([F:1])=[CH:3][C:4]([F:21])=[C:5]([F:20])[C:6]=3[N:7]([C:12]3[CH:17]=[CH:16][C:15]([I:18])=[CH:14][C:13]=3[F:19])[C:8]2=[O:11])(=[O:37])=[O:36])[CH2:34][CH2:33]1. The catalyst class is: 1. (7) Reactant: [CH2:1]([O:8][C:9]([N:11]1[CH2:16][CH2:15][CH:14]([C:17]([OH:19])=O)[CH2:13][CH2:12]1)=[O:10])[C:2]1[CH:7]=[CH:6][CH:5]=[CH:4][CH:3]=1.Cl.[CH3:21][NH:22][O:23][CH3:24].Cl.C(N=C=NCCCN(C)C)C.C(N(CC)C(C)C)(C)C. Product: [CH3:24][O:23][N:22]([CH3:21])[C:17]([CH:14]1[CH2:13][CH2:12][N:11]([C:9]([O:8][CH2:1][C:2]2[CH:3]=[CH:4][CH:5]=[CH:6][CH:7]=2)=[O:10])[CH2:16][CH2:15]1)=[O:19]. The catalyst class is: 143. (8) Reactant: B(Br)(Br)Br.[Br:5][C:6]1[CH:11]=[CH:10][CH:9]=[CH:8][C:7]=1[N:12]1[C:17](=[O:18])[N:16]([C:19]2[CH:24]=[CH:23][CH:22]=[CH:21][C:20]=2[O:25]C)[CH2:15][C:14]([C:27]2[CH:32]=[CH:31][CH:30]=[CH:29][N:28]=2)=[N:13]1. Product: [Br:5][C:6]1[CH:11]=[CH:10][CH:9]=[CH:8][C:7]=1[N:12]1[C:17](=[O:18])[N:16]([C:19]2[CH:24]=[CH:23][CH:22]=[CH:21][C:20]=2[OH:25])[CH2:15][C:14]([C:27]2[CH:32]=[CH:31][CH:30]=[CH:29][N:28]=2)=[N:13]1. The catalyst class is: 2. (9) Reactant: [CH3:1][C:2]([CH3:31])([CH3:30])[C:3]#[C:4][C:5]1[CH:6]=[C:7]2[C@:18]3([CH2:22][O:21][C:20]([NH2:23])=[N:19]3)[C:17]3[C:12](=[CH:13][CH:14]=[C:15]([C:24]4[CH:25]=[N:26][CH:27]=[CH:28][CH:29]=4)[CH:16]=3)[O:11][C:8]2=[N:9][CH:10]=1. Product: [CH3:1][C:2]([CH3:31])([CH3:30])[CH2:3][CH2:4][C:5]1[CH:6]=[C:7]2[C@:18]3([CH2:22][O:21][C:20]([NH2:23])=[N:19]3)[C:17]3[C:12](=[CH:13][CH:14]=[C:15]([C:24]4[CH:25]=[N:26][CH:27]=[CH:28][CH:29]=4)[CH:16]=3)[O:11][C:8]2=[N:9][CH:10]=1. The catalyst class is: 19. (10) Reactant: [CH2:1]([O:6][CH2:7][C:8]#[CH:9])[CH2:2][CH2:3][CH2:4][CH3:5].[CH2:10]([O:12]CC)C.C([Li])CCC.C=O. Product: [CH2:1]([O:6][CH2:7][C:8]#[C:9][CH2:10][OH:12])[CH2:2][CH2:3][CH2:4][CH3:5]. The catalyst class is: 805.